This data is from Full USPTO retrosynthesis dataset with 1.9M reactions from patents (1976-2016). The task is: Predict the reactants needed to synthesize the given product. (1) Given the product [F:1][C:2]1[C:7]([F:8])=[CH:6][CH:5]=[CH:4][C:3]=1[C:9]1[N:17]=[C:12]2[CH:13]=[N:14][N:15]([CH2:19][C:20]3[O:24][N:23]=[C:22]([C:25]4[CH:26]=[CH:27][C:28]([N:31]5[CH2:32][CH2:33][N:34]([CH3:37])[CH2:35][CH2:36]5)=[CH:29][CH:30]=4)[CH:21]=3)[CH:16]=[C:11]2[N:10]=1, predict the reactants needed to synthesize it. The reactants are: [F:1][C:2]1[C:7]([F:8])=[CH:6][CH:5]=[CH:4][C:3]=1[C:9]1[N:17]=[C:12]2[CH:13]=[N:14][NH:15][CH:16]=[C:11]2[N:10]=1.Cl[CH2:19][C:20]1[O:24][N:23]=[C:22]([C:25]2[CH:30]=[CH:29][C:28]([N:31]3[CH2:36][CH2:35][N:34]([CH3:37])[CH2:33][CH2:32]3)=[CH:27][CH:26]=2)[CH:21]=1. (2) The reactants are: [NH2:1][C:2]1[N:11]=[C:10]([C:12]([N:14]2[CH2:22][C:21]3[C:16](=[CH:17][CH:18]=[CH:19][CH:20]=3)[CH2:15]2)=[O:13])[C:9]2[C:4](=[CH:5][CH:6]=[C:7]([C:23]3[CH:38]=[CH:37][CH:36]=[CH:35][C:24]=3[CH2:25][N:26]3[CH2:30][CH2:29][CH2:28][CH:27]3[C:31]([O:33]C)=[O:32])[CH:8]=2)[N:3]=1.[OH-].[Na+]. Given the product [NH2:1][C:2]1[N:11]=[C:10]([C:12]([N:14]2[CH2:22][C:21]3[C:16](=[CH:17][CH:18]=[CH:19][CH:20]=3)[CH2:15]2)=[O:13])[C:9]2[C:4](=[CH:5][CH:6]=[C:7]([C:23]3[CH:38]=[CH:37][CH:36]=[CH:35][C:24]=3[CH2:25][N:26]3[CH2:30][CH2:29][CH2:28][CH:27]3[C:31]([OH:33])=[O:32])[CH:8]=2)[N:3]=1, predict the reactants needed to synthesize it. (3) Given the product [CH2:1]([O:8][C:9]1[CH:14]=[CH:13][C:12]([CH2:15][CH:16]([O:22][C:28]2[CH:29]=[CH:30][C:25]([C:23]#[N:24])=[CH:26][CH:27]=2)[C:17]([O:19][CH2:20][CH3:21])=[O:18])=[CH:11][CH:10]=1)[C:2]1[CH:7]=[CH:6][CH:5]=[CH:4][CH:3]=1, predict the reactants needed to synthesize it. The reactants are: [CH2:1]([O:8][C:9]1[CH:14]=[CH:13][C:12]([CH2:15][CH:16]([OH:22])[C:17]([O:19][CH2:20][CH3:21])=[O:18])=[CH:11][CH:10]=1)[C:2]1[CH:7]=[CH:6][CH:5]=[CH:4][CH:3]=1.[C:23]([C:25]1[CH:30]=[CH:29][C:28](O)=[CH:27][CH:26]=1)#[N:24].C1(P(C2C=CC=CC=2)C2C=CC=CC=2)C=CC=CC=1.CCOC(/N=N/C(OCC)=O)=O. (4) Given the product [CH3:3][O:4][C:5]([C:7]1[CH:12]=[CH:11][N:10]([CH2:15][CH:16]([CH3:18])[CH3:17])[C:9](=[O:13])[CH:8]=1)=[O:6], predict the reactants needed to synthesize it. The reactants are: [H-].[Li+].[CH3:3][O:4][C:5]([C:7]1[CH:12]=[CH:11][NH:10][C:9](=[O:13])[CH:8]=1)=[O:6].I[CH2:15][CH:16]([CH3:18])[CH3:17].Cl. (5) Given the product [C:1]([O:5][CH2:20][CH:15]([CH2:16][CH3:17])[CH2:14][CH2:21][CH2:23][CH3:24])(=[O:4])[CH:2]=[CH2:3].[C:14]([OH:29])(=[O:13])[CH:15]=[CH2:16], predict the reactants needed to synthesize it. The reactants are: [C:1]([OH:5])(=[O:4])[CH:2]=[CH2:3].NC(OCC)=O.C[O:13][C:14]([O:29]C)([C:21]([C:23]1C=CC=C[CH:24]=1)=O)[C:15]1[CH:20]=CC=[CH:17][CH:16]=1. (6) The reactants are: [CH3:1][O:2][C:3]1[CH:8]=[CH:7][CH:6]=[CH:5][C:4]=1[N:9]1[CH2:14][CH2:13][NH:12][CH2:11][CH2:10]1.[Cl:15][C:16]1[CH:17]=[C:18]([C:22]2[C:23]([CH:28]=O)=[CH:24][CH:25]=[CH:26][CH:27]=2)[CH:19]=[CH:20][CH:21]=1.[BH-](OC(C)=O)(OC(C)=O)OC(C)=O.[Na+].C1(C2C=CC=CC=2)C=CC=CC=1CN1CCN(C2C=CC=CC=2)CC1. Given the product [Cl:15][C:16]1[CH:17]=[C:18]([C:22]2[CH:27]=[CH:26][CH:25]=[CH:24][C:23]=2[CH2:28][N:12]2[CH2:13][CH2:14][N:9]([C:4]3[CH:5]=[CH:6][CH:7]=[CH:8][C:3]=3[O:2][CH3:1])[CH2:10][CH2:11]2)[CH:19]=[CH:20][CH:21]=1, predict the reactants needed to synthesize it.